From a dataset of Catalyst prediction with 721,799 reactions and 888 catalyst types from USPTO. Predict which catalyst facilitates the given reaction. (1) Reactant: Cl[C:2]1[N:7]2[N:8]=[C:9]([CH:11]3[CH2:13][CH2:12]3)[N:10]=[C:6]2[N:5]=[C:4]([CH3:14])[CH:3]=1.[NH2:15][C:16]1[CH:21]=[CH:20][C:19]([S:22]([F:27])([F:26])([F:25])([F:24])[F:23])=[CH:18][CH:17]=1. Product: [CH:11]1([C:9]2[N:10]=[C:6]3[N:5]=[C:4]([CH3:14])[CH:3]=[C:2]([NH:15][C:16]4[CH:21]=[CH:20][C:19]([S:22]([F:27])([F:23])([F:24])([F:25])[F:26])=[CH:18][CH:17]=4)[N:7]3[N:8]=2)[CH2:13][CH2:12]1. The catalyst class is: 8. (2) Product: [CH3:21][C:18]([CH3:22])([CH2:19][CH3:20])[CH2:17][C:15]1[N:16]=[C:12]([C:9]([OH:11])([CH3:10])[CH2:8][C:5]2[CH:6]=[CH:7][C:2]([C:38]3[CH:39]=[CH:40][CH:41]=[CH:42][C:37]=3[S:36][CH3:35])=[CH:3][CH:4]=2)[N:13]([S:23]([N:26]([CH3:28])[CH3:27])(=[O:25])=[O:24])[CH:14]=1. Reactant: Br[C:2]1[CH:7]=[CH:6][C:5]([CH2:8][C:9]([C:12]2[N:13]([S:23]([N:26]([CH3:28])[CH3:27])(=[O:25])=[O:24])[CH:14]=[C:15]([CH2:17][C:18]([CH3:22])([CH3:21])[CH2:19][CH3:20])[N:16]=2)([OH:11])[CH3:10])=[CH:4][CH:3]=1.C(=O)([O-])[O-].[Na+].[Na+].[CH3:35][S:36][C:37]1[CH:42]=[CH:41][CH:40]=[CH:39][C:38]=1B(O)O.O. The catalyst class is: 35. (3) Reactant: [C:1]([C:3]1[CH2:4][N:5]([C:26]([O:28][C:29]([CH3:32])([CH3:31])[CH3:30])=[O:27])[CH2:6][CH2:7][C:8]=1[N:9]([CH2:23][C:24]#[N:25])[C:10]1[CH:15]=[CH:14][C:13]([O:16][C:17]2[CH:22]=[CH:21][CH:20]=[CH:19][CH:18]=2)=[CH:12][CH:11]=1)#[N:2].C(O[Na])(C)(C)C. Product: [NH2:2][C:1]1[C:3]2[CH2:4][N:5]([C:26]([O:28][C:29]([CH3:32])([CH3:31])[CH3:30])=[O:27])[CH2:6][CH2:7][C:8]=2[N:9]([C:10]2[CH:11]=[CH:12][C:13]([O:16][C:17]3[CH:22]=[CH:21][CH:20]=[CH:19][CH:18]=3)=[CH:14][CH:15]=2)[C:23]=1[C:24]#[N:25]. The catalyst class is: 218. (4) Reactant: [N:1]1[C:8]([Cl:9])=[N:7][C:5](Cl)=[N:4][C:2]=1[Cl:3].CN(C1C2C(N(C)C)=CC=CC=2C=CC=1)C.[CH3:26][O:27][C:28]1[CH:36]=[CH:35][C:31]([CH2:32][CH2:33][NH2:34])=[CH:30][CH:29]=1.C(O)(=O)CC(CC(O)=O)(C(O)=O)O. Product: [Cl:9][C:8]1[N:1]=[C:2]([Cl:3])[N:4]=[C:5]([NH:34][CH2:33][CH2:32][C:31]2[CH:35]=[CH:36][C:28]([O:27][CH3:26])=[CH:29][CH:30]=2)[N:7]=1. The catalyst class is: 2. (5) Reactant: [CH2:1]([O:5][C:6]1[CH:7]=[C:8]([CH:12]([C:21]([O:23][C:24]([CH3:27])([CH3:26])[CH3:25])=[O:22])[CH2:13][NH:14][CH2:15][C:16]([N:18]([CH3:20])[CH3:19])=O)[CH:9]=[CH:10][CH:11]=1)[CH2:2][CH2:3][CH3:4].COC1C=CC(P2(SP(C3C=CC(OC)=CC=3)(=S)S2)=[S:37])=CC=1. Product: [CH2:1]([O:5][C:6]1[CH:7]=[C:8]([CH:12]([C:21]([O:23][C:24]([CH3:27])([CH3:26])[CH3:25])=[O:22])[CH2:13][NH:14][CH2:15][C:16]([N:18]([CH3:20])[CH3:19])=[S:37])[CH:9]=[CH:10][CH:11]=1)[CH2:2][CH2:3][CH3:4]. The catalyst class is: 11. (6) Reactant: [NH2:1][C:2]1[N:6]([C:7]2[CH:12]=[CH:11][N:10]=[C:9]([O:13][CH2:14][CH2:15][OH:16])[CH:8]=2)[N:5]=[C:4]([C:17]([CH3:20])([CH3:19])[CH3:18])[CH:3]=1.[OH-].[Na+].Cl[C:24]([O:26][CH2:27][C:28]([Cl:31])([Cl:30])[Cl:29])=[O:25]. Product: [Cl:29][C:28]([Cl:31])([Cl:30])[CH2:27][O:26][C:24](=[O:25])[NH:1][C:2]1[N:6]([C:7]2[CH:12]=[CH:11][N:10]=[C:9]([O:13][CH2:14][CH2:15][OH:16])[CH:8]=2)[N:5]=[C:4]([C:17]([CH3:20])([CH3:19])[CH3:18])[CH:3]=1. The catalyst class is: 25. (7) Product: [CH2:15]([N:8]1[C:7]2[N:6]=[CH:5][N:4]([CH2:1][CH:2]=[CH2:3])[C:12]=2[C:11](=[O:13])[NH:10][C:9]1=[O:14])[CH2:16][CH2:17][CH2:18][CH3:19]. Reactant: [CH2:1]([N:4]1[C:12]2[C:11](=[O:13])[NH:10][C:9](=[O:14])[NH:8][C:7]=2[N:6]=[CH:5]1)[CH:2]=[CH2:3].[CH2:15](I)[CH2:16][CH2:17][CH2:18][CH3:19].C(=O)([O-])[O-].[Na+].[Na+]. The catalyst class is: 3.